Task: Predict the reaction yield, written as a fraction of the theoretical maximum amount of product (1.0 means a 100% yield; for example, 0.34 means a 34% yield).. Dataset: Buchwald-Hartwig C-N cross coupling reaction yields with 55,370 reactions (1) The reactants are Ic1cccnc1.Cc1ccc(N)cc1.O=S(=O)(O[Pd]1c2ccccc2-c2ccccc2N~1)C(F)(F)F.CC(C)c1cc(C(C)C)c(-c2ccccc2P(C2CCCCC2)C2CCCCC2)c(C(C)C)c1.CN(C)C(=NC(C)(C)C)N(C)C.c1ccc(-c2cnoc2)cc1. No catalyst specified. The product is Cc1ccc(Nc2cccnc2)cc1. The yield is 0.147. (2) The reactants are FC(F)(F)c1ccc(Cl)cc1.Cc1ccc(N)cc1.O=S(=O)(O[Pd]1c2ccccc2-c2ccccc2N~1)C(F)(F)F.CC(C)c1cc(C(C)C)c(-c2ccccc2P(C2CCCCC2)C2CCCCC2)c(C(C)C)c1.CCN=P(N=P(N(C)C)(N(C)C)N(C)C)(N(C)C)N(C)C.COC(=O)c1ccno1. No catalyst specified. The product is Cc1ccc(Nc2ccc(C(F)(F)F)cc2)cc1. The yield is 0.0906.